Dataset: Catalyst prediction with 721,799 reactions and 888 catalyst types from USPTO. Task: Predict which catalyst facilitates the given reaction. (1) Reactant: Cl[C:2]1[CH:7]=[CH:6][N:5]=[C:4]([C:8]([NH2:10])=[O:9])[CH:3]=1.[NH2:11][C:12]1[CH:13]=[C:14]([OH:18])[CH:15]=[CH:16][CH:17]=1. Product: [C:8]([C:4]1[CH:3]=[C:2]([O:18][C:14]2[CH:13]=[C:12]([CH:17]=[CH:16][CH:15]=2)[NH2:11])[CH:7]=[CH:6][N:5]=1)(=[O:9])[NH2:10]. The catalyst class is: 44. (2) Reactant: [OH-:1].[K+].[CH:3]1([NH:6][C:7]2C(C#N)=C[CH:10]=[CH:9][N:8]=2)[CH2:5][CH2:4]1.[CH2:15]([OH:18])[CH2:16][CH3:17].Cl. Product: [CH:3]1([NH:6][C:7]2[C:16]([C:15]([OH:1])=[O:18])=[CH:17][CH:10]=[CH:9][N:8]=2)[CH2:5][CH2:4]1. The catalyst class is: 6. (3) Reactant: [F:1][C:2]1[CH:7]=[CH:6][C:5]([CH:8]=[CH:9][C:10]2[CH:19]=[CH:18][C:17]([O:20][CH3:21])=[CH:16][C:11]=2[C:12]([O:14][CH3:15])=[O:13])=[CH:4][CH:3]=1. Product: [F:1][C:2]1[CH:3]=[CH:4][C:5]([CH2:8][CH2:9][C:10]2[CH:19]=[CH:18][C:17]([O:20][CH3:21])=[CH:16][C:11]=2[C:12]([O:14][CH3:15])=[O:13])=[CH:6][CH:7]=1. The catalyst class is: 78. (4) Reactant: [Cl:1][C:2]1[N:7]=[C:6](Cl)[CH:5]=[CH:4][N:3]=1.[NH2:9][C:10]1[CH:14]=[C:13]([CH3:15])[NH:12][N:11]=1.C(N(CC)C(C)C)(C)C. The catalyst class is: 1. Product: [Cl:1][C:2]1[N:7]=[C:6]([NH:9][C:10]2[CH:14]=[C:13]([CH3:15])[NH:12][N:11]=2)[CH:5]=[CH:4][N:3]=1. (5) Reactant: Cl[CH:2]([CH:7]([CH3:12])[CH2:8][CH:9]([CH3:11])[CH3:10])[CH2:3][N+:4]([O-:6])=[O:5].C(N(CC)CC)C.[S:20]1[CH2:25][CH:24]([OH:26])[S:20][CH2:25][CH:24]1[OH:26]. Product: [CH3:10][CH:9]([CH3:11])[CH2:8][CH:7]([CH:2]1[S:20][CH2:25][CH:24]([OH:26])[CH:3]1[N+:4]([O-:6])=[O:5])[CH3:12]. The catalyst class is: 11. (6) The catalyst class is: 3. Reactant: [NH:1]1[CH:5]=[CH:4][N:3]=[CH:2]1.[Cl:6][C:7]1[N:8]=[N:9][C:10](Cl)=[CH:11][CH:12]=1.C([O-])([O-])=O.[K+].[K+]. Product: [Cl:6][C:7]1[N:8]=[N:9][C:10]([N:1]2[CH:5]=[CH:4][N:3]=[CH:2]2)=[CH:11][CH:12]=1.